Dataset: Full USPTO retrosynthesis dataset with 1.9M reactions from patents (1976-2016). Task: Predict the reactants needed to synthesize the given product. Given the product [C:3]([O:7][C:8](=[O:21])[NH:9][CH:10]([CH2:19][OH:20])[CH2:11][C:12]1[CH:13]=[CH:14][C:15]([O:18][C:23]2[N:28]=[CH:27][CH:26]=[CH:25][N:24]=2)=[CH:16][CH:17]=1)([CH3:5])([CH3:4])[CH3:6], predict the reactants needed to synthesize it. The reactants are: [OH-].[K+].[C:3]([O:7][C:8](=[O:21])[NH:9][C@H:10]([CH2:19][OH:20])[CH2:11][C:12]1[CH:17]=[CH:16][C:15]([OH:18])=[CH:14][CH:13]=1)([CH3:6])([CH3:5])[CH3:4].Cl[C:23]1[N:28]=[CH:27][CH:26]=[CH:25][N:24]=1.C(=O)([O-])O.[Na+].